Dataset: Forward reaction prediction with 1.9M reactions from USPTO patents (1976-2016). Task: Predict the product of the given reaction. (1) Given the reactants [N:1]([CH2:4][CH2:5][NH:6][C:7](=[O:21])[CH2:8][CH2:9][CH2:10][CH2:11]CCCCCCCCC)=[N+:2]=[N-:3].[N:22](CCN)=[N+]=[N-].C(N(CC)CC)C, predict the reaction product. The product is: [N:1]([CH2:4][CH2:5][NH:6][C:7]([C:8]1[NH:22][CH:11]=[CH:10][CH:9]=1)=[O:21])=[N+:2]=[N-:3]. (2) Given the reactants Cl.[CH3:2][C:3]1[N:7]([CH:8]([CH3:10])[CH3:9])[C:6]([C:11]2[CH:16]=[CH:15][N:14]=[C:13]([NH:17][CH:18]3[CH2:23][CH2:22][N:21]([C:24]([CH:26]4[O:31][CH2:30][CH2:29][N:28](C(OC(C)(C)C)=O)[CH2:27]4)=[O:25])[CH2:20][CH2:19]3)[N:12]=2)=[CH:5][N:4]=1.[OH-].[Na+], predict the reaction product. The product is: [CH3:2][C:3]1[N:7]([CH:8]([CH3:10])[CH3:9])[C:6]([C:11]2[CH:16]=[CH:15][N:14]=[C:13]([NH:17][CH:18]3[CH2:23][CH2:22][N:21]([C:24]([CH:26]4[O:31][CH2:30][CH2:29][NH:28][CH2:27]4)=[O:25])[CH2:20][CH2:19]3)[N:12]=2)=[CH:5][N:4]=1. (3) The product is: [CH2:1]([O:3][C:4](=[O:28])[C:5]([O:8][C:9]1[CH:10]=[CH:11][C:12]([C:15]([Br:30])([C:17](=[O:27])[NH:18][C:19]2[CH:20]=[C:21]([CH3:26])[CH:22]=[C:23]([CH3:25])[CH:24]=2)[O:16][CH2:39][CH3:40])=[CH:13][CH:14]=1)([CH3:7])[CH3:6])[CH3:2]. Given the reactants [CH2:1]([O:3][C:4](=[O:28])[C:5]([O:8][C:9]1[CH:14]=[CH:13][C:12]([CH:15]([C:17](=[O:27])[NH:18][C:19]2[CH:24]=[C:23]([CH3:25])[CH:22]=[C:21]([CH3:26])[CH:20]=2)[OH:16])=[CH:11][CH:10]=1)([CH3:7])[CH3:6])[CH3:2].[Pb](Br)(Br)[Br:30].C(Cl)Cl.C(O[CH2:39][CH3:40])C, predict the reaction product. (4) Given the reactants [CH2:1]([O:3][C:4](=[O:22])[C:5]([O:8][C:9]1[CH:14]=[CH:13][C:12]([O:15][CH:16]([C:18]([OH:20])=O)[CH3:17])=[CH:11][C:10]=1[CH3:21])([CH3:7])[CH3:6])[CH3:2].[F:23][C:24]([F:39])([F:38])[C:25]1[CH:30]=[CH:29][C:28]([C:31]2[CH:36]=[CH:35][CH:34]=[C:33]([NH2:37])[CH:32]=2)=[CH:27][CH:26]=1, predict the reaction product. The product is: [CH2:1]([O:3][C:4](=[O:22])[C:5]([CH3:6])([O:8][C:9]1[CH:14]=[CH:13][C:12]([O:15][CH:16]([C:18](=[O:20])[NH:37][C:33]2[CH:32]=[C:31]([C:28]3[CH:29]=[CH:30][C:25]([C:24]([F:23])([F:38])[F:39])=[CH:26][CH:27]=3)[CH:36]=[CH:35][CH:34]=2)[CH3:17])=[CH:11][C:10]=1[CH3:21])[CH3:7])[CH3:2]. (5) Given the reactants [NH2:1][C:2](=[N:8][NH2:9])[C:3]([O:5][CH2:6][CH3:7])=[O:4].[CH:10]1([CH2:16][C:17](Cl)=[O:18])[CH2:15][CH2:14][CH2:13][CH2:12][CH2:11]1, predict the reaction product. The product is: [NH2:1][C:2](=[N:8][NH:9][C:17](=[O:18])[CH2:16][CH:10]1[CH2:15][CH2:14][CH2:13][CH2:12][CH2:11]1)[C:3]([O:5][CH2:6][CH3:7])=[O:4]. (6) Given the reactants [CH3:1][C:2]1[C:7]([NH:8][C:9]([C:11]2[CH:12]=[CH:13][C:14]3[C@@:20]4([CH2:32][CH3:33])[CH2:21][CH2:22][C@:23](O)([C:25]5[CH:30]=[CH:29][CH:28]=[CH:27][CH:26]=5)[CH2:24][C@H:19]4[CH2:18][CH2:17][CH2:16][C:15]=3[CH:34]=2)=[O:10])=[CH:6][CH:5]=[CH:4][N:3]=1.[CH3:35][C:36]1[C:41]([NH:42][C:43]([C:45]2[CH:46]=[CH:47][C:48]3[C@:54]4([CH2:66][CH3:67])[CH2:55][CH2:56][C@@:57](O)([C:59]5[CH:64]=[CH:63][CH:62]=[CH:61][CH:60]=5)[CH2:58][C@@H:53]4[CH2:52][CH2:51][CH2:50][C:49]=3[CH:68]=2)=[O:44])=[CH:40][CH:39]=[CH:38][N:37]=1.CC1C=CC(S(O)(=O)=O)=CC=1, predict the reaction product. The product is: [CH3:1][C:2]1[C:7]([NH:8][C:9]([C:11]2[CH:12]=[CH:13][C:14]3[C@@:20]4([CH2:32][CH3:33])[CH2:21][CH:22]=[C:23]([C:25]5[CH:26]=[CH:27][CH:28]=[CH:29][CH:30]=5)[CH2:24][C@H:19]4[CH2:18][CH2:17][CH2:16][C:15]=3[CH:34]=2)=[O:10])=[CH:6][CH:5]=[CH:4][N:3]=1.[CH3:35][C:36]1[C:41]([NH:42][C:43]([C:45]2[CH:46]=[CH:47][C:48]3[C@:54]4([CH2:66][CH3:67])[CH2:55][CH:56]=[C:57]([C:59]5[CH:60]=[CH:61][CH:62]=[CH:63][CH:64]=5)[CH2:58][C@@H:53]4[CH2:52][CH2:51][CH2:50][C:49]=3[CH:68]=2)=[O:44])=[CH:40][CH:39]=[CH:38][N:37]=1.